From a dataset of Full USPTO retrosynthesis dataset with 1.9M reactions from patents (1976-2016). Predict the reactants needed to synthesize the given product. (1) The reactants are: [CH3:1][C:2]([CH3:28])([CH3:27])[C:3]([O:5][C:6]1[CH:11]=[CH:10][C:9]([C:12](=O)[C:13]2[CH:18]=[CH:17][C:16]([O:19][C:20](=[O:25])[C:21]([CH3:24])([CH3:23])[CH3:22])=[CH:15][CH:14]=2)=[CH:8][CH:7]=1)=[O:4].[OH:29][C:30]1[CH:31]=[C:32]([C:36](=O)[CH2:37][CH2:38][CH2:39][CH3:40])[CH:33]=[CH:34][CH:35]=1. Given the product [CH3:1][C:2]([CH3:28])([CH3:27])[C:3]([O:5][C:6]1[CH:11]=[CH:10][C:9]([C:12]([C:13]2[CH:18]=[CH:17][C:16]([O:19][C:20](=[O:25])[C:21]([CH3:24])([CH3:23])[CH3:22])=[CH:15][CH:14]=2)=[C:36]([C:32]2[CH:33]=[CH:34][CH:35]=[C:30]([OH:29])[CH:31]=2)[CH2:37][CH2:38][CH2:39][CH3:40])=[CH:8][CH:7]=1)=[O:4], predict the reactants needed to synthesize it. (2) Given the product [F:1][C:2]([F:21])([F:22])[C:3]1[CH:8]=[CH:7][C:6]([CH:9]([NH:20][C:23]([CH2:24][NH:25][C:26](=[O:27])[C:28]2[CH:33]=[CH:32][CH:31]=[CH:30][CH:29]=2)=[O:34])[C:10]2[CH:15]=[CH:14][C:13]([C:16]([F:17])([F:18])[F:19])=[CH:12][CH:11]=2)=[CH:5][CH:4]=1, predict the reactants needed to synthesize it. The reactants are: [F:1][C:2]([F:22])([F:21])[C:3]1[CH:8]=[CH:7][C:6]([CH:9]([NH2:20])[C:10]2[CH:15]=[CH:14][C:13]([C:16]([F:19])([F:18])[F:17])=[CH:12][CH:11]=2)=[CH:5][CH:4]=1.[C:23](O)(=[O:34])[CH2:24][NH:25][C:26]([C:28]1[CH:33]=[CH:32][CH:31]=[CH:30][CH:29]=1)=[O:27]. (3) Given the product [C:12]1([C:9]2[N:8]([N:18]=[C:20]([CH3:19])[C:21](=[O:23])[CH3:22])[C:7]([C:1]3[CH:6]=[CH:5][CH:4]=[CH:3][CH:2]=3)=[CH:11][CH:10]=2)[CH:13]=[CH:14][CH:15]=[CH:16][CH:17]=1, predict the reactants needed to synthesize it. The reactants are: [C:1]1([C:7]2[N:8]([NH2:18])[C:9]([C:12]3[CH:17]=[CH:16][CH:15]=[CH:14][CH:13]=3)=[CH:10][CH:11]=2)[CH:6]=[CH:5][CH:4]=[CH:3][CH:2]=1.[CH3:19][C:20](=O)[C:21](=[O:23])[CH3:22].CN(C=O)C.C1(C)C=CC(S(O)(=O)=O)=CC=1. (4) Given the product [Cl:13][C:2]1[C:7]([I:8])=[C:6]([CH2:9][CH3:10])[N:5]=[CH:4][N:3]=1, predict the reactants needed to synthesize it. The reactants are: O[C:2]1[C:7]([I:8])=[C:6]([CH2:9][CH3:10])[N:5]=[CH:4][N:3]=1.O=P(Cl)(Cl)[Cl:13]. (5) The reactants are: O=[C:2]([C:13]1[CH:18]=[CH:17][C:16]([C:19]([F:22])([F:21])[F:20])=[CH:15][N:14]=1)[CH2:3][N:4]1[CH:8]=[CH:7][CH:6]=[C:5]1[C:9]([O:11]C)=O.[CH2:23]([NH2:26])[CH2:24][NH2:25]. Given the product [F:20][C:19]([F:22])([F:21])[C:16]1[CH:17]=[CH:18][C:13]([C:2]23[NH:26][CH2:23][CH2:24][N:25]2[C:9](=[O:11])[C:5]2[N:4]([CH:8]=[CH:7][CH:6]=2)[CH2:3]3)=[N:14][CH:15]=1, predict the reactants needed to synthesize it. (6) The reactants are: [CH:1]1([CH:4]([C:10]2[CH:15]=[CH:14][CH:13]=[C:12]([O:16][CH2:17][C:18]3[S:19][C:20]([C:33]4[CH:38]=[C:37]([O:39][CH3:40])[CH:36]=[CH:35][C:34]=4[F:41])=[C:21]([C:23]4[CH:28]=[CH:27][C:26]([C:29]([F:32])([F:31])[F:30])=[CH:25][CH:24]=4)[N:22]=3)[CH:11]=2)[CH2:5][C:6]([O:8]C)=[O:7])[CH2:3][CH2:2]1.[OH-].[Na+].Cl. Given the product [CH:1]1([CH:4]([C:10]2[CH:15]=[CH:14][CH:13]=[C:12]([O:16][CH2:17][C:18]3[S:19][C:20]([C:33]4[CH:38]=[C:37]([O:39][CH3:40])[CH:36]=[CH:35][C:34]=4[F:41])=[C:21]([C:23]4[CH:28]=[CH:27][C:26]([C:29]([F:30])([F:31])[F:32])=[CH:25][CH:24]=4)[N:22]=3)[CH:11]=2)[CH2:5][C:6]([OH:8])=[O:7])[CH2:3][CH2:2]1, predict the reactants needed to synthesize it. (7) Given the product [Br:1][C:2]1[CH:3]=[CH:4][C:5]([CH2:6][N:7]2[C:11]3[CH:12]=[CH:13][C:14]([C:16]([NH:32][C@H:30]([C:26]4[CH:27]=[CH:28][CH:29]=[C:24]([CH:21]([CH3:23])[CH3:22])[CH:25]=4)[CH3:31])=[O:18])=[CH:15][C:10]=3[N:9]=[CH:8]2)=[CH:19][CH:20]=1, predict the reactants needed to synthesize it. The reactants are: [Br:1][C:2]1[CH:20]=[CH:19][C:5]([CH2:6][N:7]2[C:11]3[CH:12]=[CH:13][C:14]([C:16]([OH:18])=O)=[CH:15][C:10]=3[N:9]=[CH:8]2)=[CH:4][CH:3]=1.[CH:21]([C:24]1[CH:25]=[C:26]([C@@H:30]([NH2:32])[CH3:31])[CH:27]=[CH:28][CH:29]=1)([CH3:23])[CH3:22].CN(C(ON1N=NC2C=CC=NC1=2)=[N+](C)C)C.F[P-](F)(F)(F)(F)F.CCN(C(C)C)C(C)C.